From a dataset of Reaction yield outcomes from USPTO patents with 853,638 reactions. Predict the reaction yield, written as a fraction of the theoretical maximum amount of product (1.0 means a 100% yield; for example, 0.34 means a 34% yield). (1) The reactants are [Br:1][C:2]1[C:7](=[O:8])[N:6]2[C:9]([CH3:12])=[CH:10][S:11][C:5]2=[N:4][C:3]=1[CH:13](Br)[CH3:14].[N-:16]=[N+:17]=[N-:18].[Na+].C(=O)(O)[O-].[Na+]. The catalyst is CN(C)C=O.O. The product is [N:16]([CH:13]([C:3]1[N:4]=[C:5]2[S:11][CH:10]=[C:9]([CH3:12])[N:6]2[C:7](=[O:8])[C:2]=1[Br:1])[CH3:14])=[N+:17]=[N-:18]. The yield is 0.972. (2) The yield is 0.480. The product is [CH2:1]([O:4][C:5]1[CH:9]=[C:8]([CH2:10][OH:11])[N:7]([CH2:14][C:15]2[CH:24]=[CH:23][C:22]3[C:17](=[CH:18][CH:19]=[CH:20][CH:21]=3)[N:16]=2)[N:6]=1)[CH2:2][CH3:3]. The catalyst is O1CCCC1.C1(C)C=CC=CC=1. The reactants are [CH2:1]([O:4][C:5]1[CH:9]=[C:8]([C:10](OC)=[O:11])[N:7]([CH2:14][C:15]2[CH:24]=[CH:23][C:22]3[C:17](=[CH:18][CH:19]=[CH:20][CH:21]=3)[N:16]=2)[N:6]=1)[CH2:2][CH3:3].[H-].C([Al+]CC(C)C)C(C)C.C(O)C.[Cl-].[NH4+]. (3) The reactants are [CH3:1][O:2][C:3]1[CH:4]=[C:5](N)[CH:6]=[C:7]([N+:9]([O-:11])=[O:10])[CH:8]=1.Cl.N([O-])=O.[Na+].[I-:18].[K+]. The catalyst is O. The product is [I:18][C:5]1[CH:6]=[C:7]([N+:9]([O-:11])=[O:10])[CH:8]=[C:3]([O:2][CH3:1])[CH:4]=1. The yield is 0.800. (4) The reactants are [NH2:1][C:2]1[CH:7]=[C:6]([Cl:8])[CH:5]=[CH:4][C:3]=1[SH:9].Cl[CH2:11][C:12]1[N:13]=[C:14]([NH:17][C:18](=[O:24])[O:19][C:20]([CH3:23])([CH3:22])[CH3:21])[S:15][CH:16]=1.C([O-])([O-])=O.[K+].[K+]. The catalyst is CN(C=O)C. The product is [NH2:1][C:2]1[CH:7]=[C:6]([Cl:8])[CH:5]=[CH:4][C:3]=1[S:9][CH2:11][C:12]1[N:13]=[C:14]([NH:17][C:18](=[O:24])[O:19][C:20]([CH3:22])([CH3:21])[CH3:23])[S:15][CH:16]=1. The yield is 0.670. (5) The reactants are [OH:1][C:2]1[CH:7]=[CH:6][C:5]([C:8](=[O:16])[CH2:9][CH2:10][CH2:11][CH2:12][CH2:13][CH2:14][CH3:15])=[CH:4][CH:3]=1.Br[CH:18]([CH2:24][CH2:25][CH2:26][CH2:27][CH2:28][CH3:29])[C:19]([O:21][CH2:22][CH3:23])=[O:20]. No catalyst specified. The product is [C:8]([C:5]1[CH:4]=[CH:3][C:2]([O:1][CH:18]([CH2:24][CH2:25][CH2:26][CH2:27][CH2:28][CH3:29])[C:19]([O:21][CH2:22][CH3:23])=[O:20])=[CH:7][CH:6]=1)(=[O:16])[CH2:9][CH2:10][CH2:11][CH2:12][CH2:13][CH2:14][CH3:15]. The yield is 0.780. (6) The reactants are [N:1]([CH2:4][CH:5]1[NH:10][C:9]2[C:11](Br)=[CH:12][C:13]([F:15])=[CH:14][C:8]=2[O:7][CH2:6]1)=[N+:2]=[N-:3].[Cl:17][C:18]1[CH:23]=[C:22]([O:24][CH3:25])[CH:21]=[CH:20][C:19]=1B(O)O. No catalyst specified. The product is [N:1]([CH2:4][CH:5]1[NH:10][C:9]2[C:11]([C:19]3[CH:20]=[CH:21][C:22]([O:24][CH3:25])=[CH:23][C:18]=3[Cl:17])=[CH:12][C:13]([F:15])=[CH:14][C:8]=2[O:7][CH2:6]1)=[N+:2]=[N-:3]. The yield is 0.860.